Dataset: Reaction yield outcomes from USPTO patents with 853,638 reactions. Task: Predict the reaction yield, written as a fraction of the theoretical maximum amount of product (1.0 means a 100% yield; for example, 0.34 means a 34% yield). (1) The reactants are [N:1]1([C:12](=[O:13])[C:11]2[N:10]([CH2:14][C:15]([OH:17])=O)[CH:9]=[N:8][C:7]=2[N:5]([CH3:6])[C:3]1=[O:4])[CH3:2].CN(C(ON1N=N[C:28]2[CH:29]=[CH:30][CH:31]=[N:32][C:27]1=2)=[N+](C)C)C.F[P-](F)(F)(F)(F)F.[C:42]([O:45][CH2:46][CH3:47])(=O)C.[CH3:48]N(C=O)C. No catalyst specified. The product is [CH3:42][O:45][C:46]1[CH:47]=[CH:48][CH:27]=[CH:28][C:29]=1[CH2:30][CH2:31][NH:32][C:15](=[O:17])[CH2:14][N:10]1[C:11]2[C:12](=[O:13])[N:1]([CH3:2])[C:3](=[O:4])[N:5]([CH3:6])[C:7]=2[N:8]=[CH:9]1. The yield is 0.240. (2) The reactants are [O:1]1[C:5](=[O:6])[CH:4]=[CH:3][C:2]1=[O:7].[CH:8]1[CH2:14][CH:13]=[CH:12][CH:11]=[CH:10][CH:9]=1. The catalyst is C1(C)C(C)=CC=CC=1. The product is [CH:9]12[CH:8]=[CH:14][CH:13]([CH:12]3[CH:10]1[CH2:11]3)[CH:4]1[CH:3]2[C:2](=[O:7])[O:1][C:5]1=[O:6]. The yield is 0.0800. (3) The reactants are [Br:1][C:2]1[C:3]([NH:10][CH2:11][CH3:12])=[C:4]([NH2:9])[C:5]([Cl:8])=[N:6][CH:7]=1.Cl.CN(C)CCCN=C=NCC.[C:25]([CH2:27][C:28](O)=[O:29])#[N:26].CN1CCOCC1. The catalyst is C(Cl)Cl. The product is [Br:1][C:2]1[C:3]([NH:10][CH2:11][CH3:12])=[C:4]([NH:9][C:28](=[O:29])[CH2:27][C:25]#[N:26])[C:5]([Cl:8])=[N:6][CH:7]=1. The yield is 0.760. (4) The reactants are [Cl:1][C:2]1[CH:7]=[CH:6][C:5]([C:8]2[CH:9]=[C:10]([C:24]#[N:25])[S:11][C:12]=2[C:13]2[C:22]3[C:17](=[CH:18][CH:19]=[CH:20][CH:21]=3)[C:16]([CH3:23])=[CH:15][CH:14]=2)=[C:4]([CH3:26])[CH:3]=1.[N-:27]=[N+:28]=[N-:29].[Na+]. The catalyst is [Br-].[Zn+2].[Br-]. The product is [Cl:1][C:2]1[CH:7]=[CH:6][C:5]([C:8]2[CH:9]=[C:10]([C:24]3[NH:29][N:28]=[N:27][N:25]=3)[S:11][C:12]=2[C:13]2[C:22]3[C:17](=[CH:18][CH:19]=[CH:20][CH:21]=3)[C:16]([CH3:23])=[CH:15][CH:14]=2)=[C:4]([CH3:26])[CH:3]=1. The yield is 0.840. (5) The reactants are [N+:1]([C:4]1[CH:9]=[CH:8][CH:7]=[CH:6][C:5]=1[CH2:10][C:11]([OH:13])=[O:12])([O-:3])=[O:2].S(=O)(=O)(O)O.[CH3:19]O. No catalyst specified. The product is [N+:1]([C:4]1[CH:9]=[CH:8][CH:7]=[CH:6][C:5]=1[CH2:10][C:11]([O:13][CH3:19])=[O:12])([O-:3])=[O:2]. The yield is 0.970. (6) The reactants are Br[C:2]1[C:6](Br)=[CH:5][S:4][CH:3]=1.[Cu](C#N)[C:9]#[N:10].[CH3:13][N:14](C)C=O. The catalyst is Cl. The product is [S:4]1[CH:5]=[C:6]([C:9]#[N:10])[C:2]([C:13]#[N:14])=[CH:3]1. The yield is 0.420. (7) The reactants are [Cl:1][C:2]1[N:7]=[C:6](Cl)[CH:5]=[CH:4][N:3]=1.Cl.[CH3:10][O:11][C:12](=[O:22])[CH:13]([CH2:15][C:16]1[CH:21]=[CH:20][CH:19]=[CH:18][CH:17]=1)[NH2:14].C(N(CC)C(C)C)(C)C. The catalyst is C(O)C. The product is [Cl:1][C:2]1[N:7]=[C:6]([NH:14][C@H:13]([C:12]([O:11][CH3:10])=[O:22])[CH2:15][C:16]2[CH:21]=[CH:20][CH:19]=[CH:18][CH:17]=2)[CH:5]=[CH:4][N:3]=1. The yield is 0.720. (8) The yield is 0.710. The reactants are [Br:1][C:2]1[CH:10]=[CH:9][CH:8]=[C:7]2[C:3]=1[C:4]([C:14]1[C:22]([OH:23])=[CH:21][C:17]3[O:18][CH2:19][O:20][C:16]=3[CH:15]=1)([CH2:12]O)[C:5](=[O:11])[NH:6]2.ClC1C=CC(Cl)=C2C=1C(C1C(O)=CC3OCOC=3C=1)(CO)C(=O)N2CCCCC. No catalyst specified. The product is [Br:1][C:2]1[CH:10]=[CH:9][CH:8]=[C:7]2[C:3]=1[C:4]1([C:14]3=[CH:15][C:16]4[O:20][CH2:19][O:18][C:17]=4[CH:21]=[C:22]3[O:23][CH2:12]1)[C:5](=[O:11])[NH:6]2. (9) The catalyst is CN(C=O)C. The reactants are N1C=CC=NC=1.Cl[C:8]1[N:13]=[CH:12][N:11]=[C:10]([NH:14][C:15]2[CH:20]=[CH:19][C:18]([S:21]([CH3:24])(=[O:23])=[O:22])=[CH:17][CH:16]=2)[C:9]=1[N+:25]([O-:27])=[O:26].[C:28]([O:32][C:33]([N:35]1[CH2:40][CH2:39][CH:38]([NH2:41])[CH2:37][CH2:36]1)=[O:34])([CH3:31])([CH3:30])[CH3:29].C([O-])([O-])=O.[K+].[K+]. The yield is 0.770. The product is [C:28]([O:32][C:33]([N:35]1[CH2:40][CH2:39][CH:38]([NH:41][C:8]2[C:9]([N+:25]([O-:27])=[O:26])=[C:10]([NH:14][C:15]3[CH:20]=[CH:19][C:18]([S:21]([CH3:24])(=[O:23])=[O:22])=[CH:17][CH:16]=3)[N:11]=[CH:12][N:13]=2)[CH2:37][CH2:36]1)=[O:34])([CH3:31])([CH3:29])[CH3:30].